Dataset: Forward reaction prediction with 1.9M reactions from USPTO patents (1976-2016). Task: Predict the product of the given reaction. (1) Given the reactants OC(C1C=CC(C2C(=O)OC3C(C=2)=CC2CCCN4CCCC=3C=24)=CC=1)C.OC1C=CC=C2C=1C=CC=N2.[C:39]([C:42]1[C:55]2[C:46](=[CH:47][C:48]3[NH:49][CH2:50][CH2:51][CH2:52][C:53]=3[CH:54]=2)[O:45][C:44](=[O:56])[CH:43]=1)(=[O:41])[CH3:40], predict the reaction product. The product is: [C:39]([C:42]1[C:55]2[C:54](=[C:53]3[C:48](=[CH:47][CH:46]=2)[NH:49][CH2:50][CH2:51][CH2:52]3)[O:45][C:44](=[O:56])[CH:43]=1)(=[O:41])[CH3:40]. (2) Given the reactants [N:1]1[O:2][N:3]=[C:4]2[CH:9]=[C:8]([O:10][C:11]3[N:30]=[CH:29][CH:28]=[CH:27][C:12]=3[C:13]([NH:15][CH2:16][C:17]3[CH:22]=[CH:21][C:20]([C:23](O)([CH3:25])[CH3:24])=[CH:19][CH:18]=3)=[O:14])[CH:7]=[CH:6][C:5]=12.C[Si]([C:35]#[N:36])(C)C.[Sn](Cl)(Cl)(Cl)Cl.C(=O)([O-])[O-].[K+].[K+].O.O.[F-].[K+], predict the reaction product. The product is: [N:1]1[O:2][N:3]=[C:4]2[CH:9]=[C:8]([O:10][C:11]3[N:30]=[CH:29][CH:28]=[CH:27][C:12]=3[C:13]([NH:15][CH2:16][C:17]3[CH:18]=[CH:19][C:20]([C:23]([C:35]#[N:36])([CH3:25])[CH3:24])=[CH:21][CH:22]=3)=[O:14])[CH:7]=[CH:6][C:5]=12. (3) Given the reactants C(OC([N:8]1[CH2:13][CH:12]2[CH2:14][CH:9]1[CH2:10][N:11]2[C:15]1[C:24]2[C:19](=[CH:20][CH:21]=[CH:22][CH:23]=2)[N:18]=[C:17]([C:25]2[CH:30]=[CH:29][N:28]=[C:27]([NH:31][CH:32]([C:34]3[CH:39]=[CH:38][CH:37]=[CH:36][CH:35]=3)[CH3:33])[CH:26]=2)[CH:16]=1)=O)(C)(C)C.CO.Cl, predict the reaction product. The product is: [C@H:12]12[CH2:14][C@H:9]([NH:8][CH2:13]1)[CH2:10][N:11]2[C:15]1[C:24]2[C:19](=[CH:20][CH:21]=[CH:22][CH:23]=2)[N:18]=[C:17]([C:25]2[CH:30]=[CH:29][N:28]=[C:27]([NH:31][C@H:32]([C:34]3[CH:39]=[CH:38][CH:37]=[CH:36][CH:35]=3)[CH3:33])[CH:26]=2)[CH:16]=1. (4) Given the reactants C[C:2]1(C)[O:7][C:6](=[O:8])[CH2:5][C:4](=[O:9])O1.N1C=CC=CC=1.[F:17][C:18]([F:24])([F:23])[CH2:19]C(Cl)=O, predict the reaction product. The product is: [CH3:2][O:7][C:6](=[O:8])[CH2:5][C:4](=[O:9])[CH2:19][C:18]([F:24])([F:23])[F:17]. (5) Given the reactants CS(O[CH2:6][CH2:7][CH2:8][CH:9]1[CH2:14][CH2:13][N:12]([C:15]([O:17][C:18]([CH3:21])([CH3:20])[CH3:19])=[O:16])[CH2:11][CH2:10]1)(=O)=O.[C-:22]#[N:23].[K+], predict the reaction product. The product is: [C:22]([CH2:6][CH2:7][CH2:8][CH:9]1[CH2:14][CH2:13][N:12]([C:15]([O:17][C:18]([CH3:21])([CH3:20])[CH3:19])=[O:16])[CH2:11][CH2:10]1)#[N:23]. (6) Given the reactants [CH2:1]([O:3][C:4]([NH:6][C@H:7]([C:29]([O:31]C)=[O:30])[CH2:8][O:9][C:10]1[CH:11]=[C:12]([C:16]2[CH:21]=[CH:20][CH:19]=[C:18]([NH:22][C:23]([NH:25][CH2:26][CH2:27][CH3:28])=[O:24])[CH:17]=2)[CH:13]=[CH:14][CH:15]=1)=[O:5])[CH3:2].[OH-].[Li+], predict the reaction product. The product is: [CH2:1]([O:3][C:4]([NH:6][C@H:7]([C:29]([OH:31])=[O:30])[CH2:8][O:9][C:10]1[CH:11]=[C:12]([C:16]2[CH:21]=[CH:20][CH:19]=[C:18]([NH:22][C:23]([NH:25][CH2:26][CH2:27][CH3:28])=[O:24])[CH:17]=2)[CH:13]=[CH:14][CH:15]=1)=[O:5])[CH3:2].